Dataset: Reaction yield outcomes from USPTO patents with 853,638 reactions. Task: Predict the reaction yield, written as a fraction of the theoretical maximum amount of product (1.0 means a 100% yield; for example, 0.34 means a 34% yield). The product is [O:25]([CH2:24][C:22]1[O:21][C:18]2[CH2:19][CH2:20][NH:15][CH2:16][C:17]=2[N:23]=1)[C:26]1[CH:27]=[CH:28][CH:29]=[CH:30][CH:31]=1. The reactants are FC(F)(F)C(O)=O.CC(OC([N:15]1[CH2:20][CH2:19][C:18]2[O:21][C:22]([CH2:24][O:25][C:26]3[CH:31]=[CH:30][CH:29]=[CH:28][CH:27]=3)=[N:23][C:17]=2[CH2:16]1)=O)(C)C.C([O-])([O-])=O.[Na+].[Na+]. The catalyst is C(Cl)Cl. The yield is 1.00.